This data is from Catalyst prediction with 721,799 reactions and 888 catalyst types from USPTO. The task is: Predict which catalyst facilitates the given reaction. (1) The catalyst class is: 440. Product: [ClH:1].[CH3:7][NH:9][CH2:10][CH2:11][C@H:12]1[CH2:17][CH2:16][C@H:15]([CH2:18][CH2:19][CH2:20][O:21][S:22]([CH3:25])(=[O:24])=[O:23])[CH2:14][CH2:13]1. Reactant: [ClH:1].C(O[C:7]([N:9](C)[CH2:10][CH2:11][C@H:12]1[CH2:17][CH2:16][C@H:15]([CH2:18][CH2:19][CH2:20][O:21][S:22]([CH3:25])(=[O:24])=[O:23])[CH2:14][CH2:13]1)=O)(C)(C)C. (2) Reactant: [F:1][C:2]([F:18])([F:17])[C:3]1[CH:8]=[C:7]([C:9]([F:12])([F:11])[F:10])[CH:6]=[CH:5][C:4]=1[C:13]#[C:14][CH2:15][OH:16]. Product: [F:1][C:2]([F:17])([F:18])[C:3]1[CH:8]=[C:7]([C:9]([F:10])([F:11])[F:12])[CH:6]=[CH:5][C:4]=1[CH2:13][CH2:14][CH2:15][OH:16]. The catalyst class is: 14.